From a dataset of Reaction yield outcomes from USPTO patents with 853,638 reactions. Predict the reaction yield, written as a fraction of the theoretical maximum amount of product (1.0 means a 100% yield; for example, 0.34 means a 34% yield). (1) No catalyst specified. The reactants are Br[C:2]1[CH:7]=[CH:6][CH:5]=[C:4]([CH:8]([F:10])[F:9])[N:3]=1.[CH2:11]([N:15]1[N:19]=[C:18]2[CH:20]=[CH:21][CH:22]=[CH:23][C:17]2=[N:16]1)[CH2:12][C:13]#[CH:14]. The yield is 0.0800. The product is [F:9][CH:8]([F:10])[C:4]1[N:3]=[C:2]([C:14]#[C:13][CH2:12][CH2:11][N:15]2[N:16]=[C:17]3[CH:23]=[CH:22][CH:21]=[CH:20][C:18]3=[N:19]2)[CH:7]=[CH:6][CH:5]=1. (2) The reactants are Cl[C:2]1[CH:7]=[CH:6][N:5]=[C:4]2[NH:8][CH:9]=[CH:10][C:3]=12.[F:11][C:12]1[CH:17]=[C:16]([N+:18]([O-:20])=[O:19])[CH:15]=[CH:14][C:13]=1[OH:21].C(N(CC)C(C)C)(C)C. The catalyst is CN1C(=O)CCC1.C(OCC)(=O)C. The product is [F:11][C:12]1[CH:17]=[C:16]([N+:18]([O-:20])=[O:19])[CH:15]=[CH:14][C:13]=1[O:21][C:2]1[CH:7]=[CH:6][N:5]=[C:4]2[NH:8][CH:9]=[CH:10][C:3]=12. The yield is 0.430. (3) The reactants are [Cl:1][CH2:2][CH2:3][CH:4]1[O:8][CH2:7][C:6]([NH:11][C:12](=[O:21])[O:13][CH2:14][C:15]2[CH:20]=[CH:19][CH:18]=[CH:17][CH:16]=2)([C:9]#[N:10])[CH2:5]1.[NH2:22][OH:23].[C:24]([C:31]([O:33][CH2:34][CH3:35])=[O:32])#[C:25][C:26]([O:28][CH2:29][CH3:30])=[O:27]. The catalyst is C1COCC1. The product is [NH2:10][C:9](=[N:22][O:23][C:25](=[CH:24][C:31]([O:33][CH2:34][CH3:35])=[O:32])[C:26]([O:28][CH2:29][CH3:30])=[O:27])[C:6]1([NH:11][C:12]([O:13][CH2:14][C:15]2[CH:16]=[CH:17][CH:18]=[CH:19][CH:20]=2)=[O:21])[CH2:5][CH:4]([CH2:3][CH2:2][Cl:1])[O:8][CH2:7]1. The yield is 0.820. (4) The reactants are O[CH:2]=[C:3]1[C:11]2[C:6](=[CH:7][C:8]([C:12]([C:14]3[CH:15]=[C:16]([NH:20][C:21]([C:23]4[C:24]([CH3:30])=[N:25][N:26]([CH2:28][CH3:29])[CH:27]=4)=[O:22])[CH:17]=[CH:18][CH:19]=3)=[O:13])=[CH:9][CH:10]=2)[NH:5][C:4]1=[O:31].[CH3:32][N:33]1[CH2:38][CH2:37][N:36]([C:39]2[CH:44]=[CH:43][C:42]([NH2:45])=[CH:41][CH:40]=2)[CH2:35][CH2:34]1. The catalyst is C1COCC1. The product is [CH3:32][N:33]1[CH2:34][CH2:35][N:36]([C:39]2[CH:44]=[CH:43][C:42]([NH:45][CH:2]=[C:3]3[C:11]4[C:6](=[CH:7][C:8]([C:12]([C:14]5[CH:15]=[C:16]([NH:20][C:21]([C:23]6[C:24]([CH3:30])=[N:25][N:26]([CH2:28][CH3:29])[CH:27]=6)=[O:22])[CH:17]=[CH:18][CH:19]=5)=[O:13])=[CH:9][CH:10]=4)[NH:5][C:4]3=[O:31])=[CH:41][CH:40]=2)[CH2:37][CH2:38]1. The yield is 0.580.